This data is from Forward reaction prediction with 1.9M reactions from USPTO patents (1976-2016). The task is: Predict the product of the given reaction. Given the reactants Cl[C:2]1[CH:7]=[N:6][CH:5]=[C:4]([O:8][C:9]2[CH:14]=[CH:13][C:12]([NH:15][C:16](=[O:18])[CH3:17])=[CH:11][CH:10]=2)[N:3]=1.[CH3:19][O:20][C:21]1[CH:22]=[C:23]([CH:25]=[C:26]([O:30][CH3:31])[C:27]=1[O:28][CH3:29])[NH2:24], predict the reaction product. The product is: [CH3:31][O:30][C:26]1[CH:25]=[C:23]([NH:24][C:2]2[CH:7]=[N:6][CH:5]=[C:4]([O:8][C:9]3[CH:14]=[CH:13][C:12]([NH:15][C:16](=[O:18])[CH3:17])=[CH:11][CH:10]=3)[N:3]=2)[CH:22]=[C:21]([O:20][CH3:19])[C:27]=1[O:28][CH3:29].